From a dataset of Reaction yield outcomes from USPTO patents with 853,638 reactions. Predict the reaction yield, written as a fraction of the theoretical maximum amount of product (1.0 means a 100% yield; for example, 0.34 means a 34% yield). The reactants are [OH:1][C:2]1[CH:11]=[CH:10][C:5]([C:6]([O:8][CH3:9])=[O:7])=[CH:4][C:3]=1[CH2:12][CH2:13][CH3:14].[CH2:15](Br)[C:16]1[CH:21]=[CH:20][CH:19]=[CH:18][CH:17]=1.C(=O)([O-])[O-].[K+].[K+].O. The catalyst is CN(C)C=O. The product is [CH2:15]([O:1][C:2]1[CH:11]=[CH:10][C:5]([C:6]([O:8][CH3:9])=[O:7])=[CH:4][C:3]=1[CH2:12][CH2:13][CH3:14])[C:16]1[CH:21]=[CH:20][CH:19]=[CH:18][CH:17]=1. The yield is 1.00.